From a dataset of Forward reaction prediction with 1.9M reactions from USPTO patents (1976-2016). Predict the product of the given reaction. Given the reactants [OH-].[Na+].[CH2:3]([O:10][CH2:11][C:12]([CH2:24][O:25][CH2:26][C:27]1[CH:32]=[CH:31][CH:30]=[CH:29][CH:28]=1)([CH3:23])[C:13]([O:15]CC1C=CC=CC=1)=[O:14])[C:4]1[CH:9]=[CH:8][CH:7]=[CH:6][CH:5]=1.O.C(OCC)(=O)C, predict the reaction product. The product is: [CH2:3]([O:10][CH2:11][C:12]([CH2:24][O:25][CH2:26][C:27]1[CH:28]=[CH:29][CH:30]=[CH:31][CH:32]=1)([CH3:23])[C:13]([OH:15])=[O:14])[C:4]1[CH:5]=[CH:6][CH:7]=[CH:8][CH:9]=1.